The task is: Predict the product of the given reaction.. This data is from Forward reaction prediction with 1.9M reactions from USPTO patents (1976-2016). (1) Given the reactants [OH:1][C:2]1[CH:3]=[C:4]([C:10]2[O:11][CH:12]=[C:13]([CH2:15][CH2:16][C:17]([C:19]3[C:24]([CH3:25])=[CH:23][CH:22]=[CH:21][N:20]=3)=[O:18])[N:14]=2)[CH:5]=[CH:6][C:7]=1[O:8][CH3:9].Br[CH:27]([CH2:30][CH3:31])[CH2:28][CH3:29], predict the reaction product. The product is: [CH2:28]([CH:27]([O:1][C:2]1[CH:3]=[C:4]([C:10]2[O:11][CH:12]=[C:13]([CH2:15][CH2:16][C:17]([C:19]3[C:24]([CH3:25])=[CH:23][CH:22]=[CH:21][N:20]=3)=[O:18])[N:14]=2)[CH:5]=[CH:6][C:7]=1[O:8][CH3:9])[CH2:30][CH3:31])[CH3:29]. (2) Given the reactants C(OC([N:8]1[CH2:12][CH2:11][CH2:10][CH:9]1[C:13]1[NH:14][C:15]([C:18]2[CH:27]=[CH:26][C:25]3[C:20](=[CH:21][CH:22]=[C:23]([Br:28])[CH:24]=3)[CH:19]=2)=[CH:16][N:17]=1)=O)(C)(C)C.[CH3:29][O:30][C:31]([NH:33][CH:34]([CH:38]([CH3:40])[CH3:39])[C:35](O)=[O:36])=[O:32].CN(C(ON1N=NC2C=CC=NC1=2)=[N+](C)C)C.F[P-](F)(F)(F)(F)F.CN1CCOCC1, predict the reaction product. The product is: [CH3:29][O:30][C:31](=[O:32])[NH:33][CH:34]([C:35]([N:8]1[CH2:12][CH2:11][CH2:10][CH:9]1[C:13]1[NH:14][C:15]([C:18]2[CH:27]=[CH:26][C:25]3[C:20](=[CH:21][CH:22]=[C:23]([Br:28])[CH:24]=3)[CH:19]=2)=[CH:16][N:17]=1)=[O:36])[CH:38]([CH3:40])[CH3:39].